Dataset: HIV replication inhibition screening data with 41,000+ compounds from the AIDS Antiviral Screen. Task: Binary Classification. Given a drug SMILES string, predict its activity (active/inactive) in a high-throughput screening assay against a specified biological target. (1) The molecule is N#CCSc1c(-c2ccccc2)c(=O)n(-c2ccccc2)c(=S)n1-c1ccccc1. The result is 0 (inactive). (2) The molecule is COc1ccc(N(C)C(=O)N(C)c2ccc([N+](=O)[O-])cc2)cc1. The result is 0 (inactive). (3) The molecule is O=[N+]([O-])C(=CC1CCCCC1)C(=CC1CCCCC1)[N+](=O)[O-]. The result is 0 (inactive). (4) The result is 0 (inactive). The drug is COC(=O)C(CO)NC(=O)CCC(C)=Cc1ccccc1. (5) The molecule is COC(=O)C1=C2Nc3ccccc3C23CCN2CCC(=O)CC(C1)C23. The result is 0 (inactive). (6) The result is 0 (inactive). The molecule is CCOC(=O)C1Nc2ccc(O)cc2C2c3ccccc3CC12. (7) The molecule is S=c1[nH]c2ccccc2c(=S)n1CN1CCCCC1. The result is 0 (inactive). (8) The drug is COC1=CC(=O)C(=O)c2c(C)ccnc21. The result is 0 (inactive). (9) The drug is Cc1ccc(S(=O)(=O)NN=C(c2nc3ccc([N+](=O)[O-])cc3nc2O)C(O)c2ccccc2Cl)cc1. The result is 0 (inactive).